Dataset: M1 muscarinic receptor agonist screen with 61,833 compounds. Task: Binary Classification. Given a drug SMILES string, predict its activity (active/inactive) in a high-throughput screening assay against a specified biological target. (1) The compound is O(C(=O)C1CN(C(=O)C1)c1ccc(OC)cc1)CC(=O)c1cc(OC)ccc1. The result is 0 (inactive). (2) The compound is O(c1c(C2n3[nH]cnc3=NC(C2)c2cc(OC)ccc2)cccc1)C. The result is 0 (inactive). (3) The molecule is S(c1ccc(cc1)C)CC(=O)Nc1sc(nn1)COC. The result is 0 (inactive).